This data is from Forward reaction prediction with 1.9M reactions from USPTO patents (1976-2016). The task is: Predict the product of the given reaction. (1) The product is: [NH2:25][CH2:24][C:23]#[C:22][C:12]1[CH:13]=[C:14]([C:15]2[CH:20]=[CH:19][CH:18]=[CH:17][C:16]=2[CH3:21])[C:9]([C:8]([N:7]([CH2:6][C:5]2[CH:4]=[C:3]([C:2]([F:1])([F:45])[F:46])[CH:40]=[C:39]([C:41]([F:44])([F:42])[F:43])[CH:38]=2)[CH3:37])=[O:36])=[CH:10][N:11]=1. Given the reactants [F:1][C:2]([F:46])([F:45])[C:3]1[CH:4]=[C:5]([CH:38]=[C:39]([C:41]([F:44])([F:43])[F:42])[CH:40]=1)[CH2:6][N:7]([CH3:37])[C:8](=[O:36])[C:9]1[C:14]([C:15]2[CH:20]=[CH:19][CH:18]=[CH:17][C:16]=2[CH3:21])=[CH:13][C:12]([C:22]#[C:23][CH2:24][N:25]2C(=O)C3C(=CC=CC=3)C2=O)=[N:11][CH:10]=1.O.NN, predict the reaction product. (2) Given the reactants [CH3:1][C:2]([O:5][C:6]([O:8]C(OC(C)(C)C)=O)=O)(C)C.[CH2:16]([O:18][C:19]1[CH:25]=[CH:24][CH:23]=[CH:22][C:20]=1[NH2:21])[CH3:17].[Br:26]CCO, predict the reaction product. The product is: [Br:26][CH2:1][CH2:2][O:5][C:6](=[O:8])[NH:21][C:20]1[CH:22]=[CH:23][CH:24]=[CH:25][C:19]=1[O:18][CH2:16][CH3:17]. (3) Given the reactants N[C:2]1[N:10]=[C:9]([C:11]2[C:19]3[C:14](=[N:15][CH:16]=[C:17]([F:20])[CH:18]=3)[N:13]([CH2:21][C:22]3[CH:27]=[CH:26][CH:25]=[CH:24][C:23]=3[F:28])[N:12]=2)[N:8]=[C:7]2[C:3]=1[N:4]([CH2:30][C:31]([F:34])([F:33])[F:32])[C:5](=[O:29])[NH:6]2.N(OCCC(C)C)=O.[I:43]CI, predict the reaction product. The product is: [F:20][C:17]1[CH:18]=[C:19]2[C:11]([C:9]3[N:8]=[C:7]4[C:3]([N:4]([CH2:30][C:31]([F:33])([F:34])[F:32])[C:5](=[O:29])[NH:6]4)=[C:2]([I:43])[N:10]=3)=[N:12][N:13]([CH2:21][C:22]3[CH:27]=[CH:26][CH:25]=[CH:24][C:23]=3[F:28])[C:14]2=[N:15][CH:16]=1. (4) Given the reactants [CH2:1]([O:3][C:4]([C:6]1[C:14]2[C:9](=[CH:10][CH:11]=[C:12]([OH:15])[CH:13]=2)[N:8]([C:16]2[CH:21]=[CH:20][C:19]([N:22]([CH2:25][CH3:26])[CH2:23][CH3:24])=[CH:18][CH:17]=2)[C:7]=1[CH2:27][C:28]([O:30][CH2:31][CH3:32])=[O:29])=[O:5])[CH3:2].[F:33][C:34]([F:45])([F:44])[C:35]1[CH:40]=[CH:39][C:38](B(O)O)=[CH:37][CH:36]=1.N1C=CC=CC=1.CCN(CC)CC, predict the reaction product. The product is: [CH2:1]([O:3][C:4]([C:6]1[C:14]2[C:9](=[CH:10][CH:11]=[C:12]([O:15][C:38]3[CH:39]=[CH:40][C:35]([C:34]([F:45])([F:44])[F:33])=[CH:36][CH:37]=3)[CH:13]=2)[N:8]([C:16]2[CH:21]=[CH:20][C:19]([N:22]([CH2:25][CH3:26])[CH2:23][CH3:24])=[CH:18][CH:17]=2)[C:7]=1[CH2:27][C:28]([O:30][CH2:31][CH3:32])=[O:29])=[O:5])[CH3:2].